From a dataset of Forward reaction prediction with 1.9M reactions from USPTO patents (1976-2016). Predict the product of the given reaction. (1) The product is: [NH2:9][C:8]([CH3:12])([CH3:7])[CH2:47][NH:50][C:51]([C:53]1[N:61]=[C:60]2[C:56]([N:57]=[CH:58][N:59]2[C@@H:62]2[CH2:66][C@H:65]([N:67]3[CH:71]=[C:70]([CH2:72][OH:73])[CH:69]=[N:68]3)[C@@H:64]([OH:74])[C@H:63]2[OH:75])=[C:55]([NH:76][CH2:77][CH:78]([C:85]2[CH:90]=[CH:89][CH:88]=[CH:87][CH:86]=2)[C:79]2[CH:80]=[CH:81][CH:82]=[CH:83][CH:84]=2)[N:54]=1)=[O:52]. Given the reactants COC(C1N=[C:12]2[C:8]([N:9]=CN2[C@@H]2C[C@H](N3C=C(CO)C=N3)C(O)C2O)=[C:7](NCC(C2C=CC=CC=2)C2C=CC=CC=2)N=1)=O.NC1CC[CH:47]([NH:50][C:51]([C:53]2[N:61]=[C:60]3[C:56]([N:57]=[CH:58][N:59]3[C@@H:62]3[CH2:66][C@H:65]([N:67]4[CH:71]=[C:70]([CH2:72][OH:73])[CH:69]=[N:68]4)[C@@H:64]([OH:74])[C@H:63]3[OH:75])=[C:55]([NH:76][CH2:77][CH:78]([C:85]3[CH:90]=[CH:89][CH:88]=[CH:87][CH:86]=3)[C:79]3[CH:84]=[CH:83][CH:82]=[CH:81][CH:80]=3)[N:54]=2)=[O:52])CC1.NCC(N)(C)C, predict the reaction product. (2) Given the reactants [N+]([O-])([O-])=[O:2].[Cu+2:5].[N+]([O-])([O-])=O.[N+]([O-])([O-])=O.[Zn+2:14].[N+]([O-])([O-])=O.[N+]([O-])([O-])=O.[Al+3:23].[N+]([O-])([O-])=O.[N+]([O-])([O-])=O.C(=O)([O-])[O-].[NH4+].[NH4+], predict the reaction product. The product is: [Cu:5]=[O:2].[O-2:2].[Zn+2:14].[O-2:2].[Al+3:23].[O-2:2].[O-2:2].[Al+3:23].